Predict the reactants needed to synthesize the given product. From a dataset of Full USPTO retrosynthesis dataset with 1.9M reactions from patents (1976-2016). (1) Given the product [C:12]1([CH:11]([C:18]2[CH:23]=[CH:22][CH:21]=[CH:20][CH:19]=2)[N:4]2[C:5]3=[N:6][CH:7]=[CH:8][CH:9]=[C:10]3[C:2](=[O:49])[C:3]2=[O:24])[CH:17]=[CH:16][CH:15]=[CH:14][CH:13]=1, predict the reactants needed to synthesize it. The reactants are: Br[C:2]1(Br)[C:10]2[C:5](=[N:6][CH:7]=[CH:8][CH:9]=2)[N:4]([CH:11]([C:18]2[CH:23]=[CH:22][CH:21]=[CH:20][CH:19]=2)[C:12]2[CH:17]=[CH:16][CH:15]=[CH:14][CH:13]=2)[C:3]1=[O:24].BrC1(Br)C2=NC=CC=C2N(C(C2C=CC=CC=2)C2C=CC=CC=2)C1=[O:49]. (2) Given the product [Cl:1][C:2]1[N:7]=[C:6]([NH:11][C:12]2[CH:17]=[CH:16][CH:15]=[CH:14][N:13]=2)[CH:5]=[C:4]([CH2:9][CH3:10])[N:3]=1, predict the reactants needed to synthesize it. The reactants are: [Cl:1][C:2]1[N:7]=[C:6](Cl)[CH:5]=[C:4]([CH2:9][CH3:10])[N:3]=1.[NH2:11][C:12]1[CH:17]=[CH:16][CH:15]=[CH:14][N:13]=1.C(=O)([O-])[O-].[Cs+].[Cs+].CC1(C)C2C=CC=C(P(C3C=CC=CC=3)C3C=CC=CC=3)C=2OC2C1=CC=CC=2P(C1C=CC=CC=1)C1C=CC=CC=1. (3) Given the product [CH3:1][O:2][C:3](=[O:12])[C:4]1[CH:9]=[CH:8][C:7]([CH2:18][O:19][CH3:20])=[N:6][C:5]=1[NH2:11], predict the reactants needed to synthesize it. The reactants are: [CH3:1][O:2][C:3](=[O:12])[C:4]1[CH:9]=[CH:8][C:7](Cl)=[N:6][C:5]=1[NH2:11].C([Sn](CCCC)(CCCC)[CH2:18][O:19][CH3:20])CCC.CN1C(=O)CCC1.[F-].[K+]. (4) Given the product [F:50][C:2]([F:1])([F:49])[C:3]1[CH:4]=[C:5]([CH:42]=[C:43]([C:45]([F:46])([F:47])[F:48])[CH:44]=1)[CH2:6][N:7]([CH2:23][C:24]1[CH:29]=[C:28]([C:30]([F:33])([F:32])[F:31])[CH:27]=[CH:26][C:25]=1[N:34]([CH2:38][CH:39]1[CH2:41][CH2:40]1)[CH2:35][CH2:36][CH3:37])[C:8]1[N:9]=[CH:10][C:11]([O:14][CH2:15][CH2:16][CH2:17][C:18]([OH:20])=[O:19])=[CH:12][N:13]=1, predict the reactants needed to synthesize it. The reactants are: [F:1][C:2]([F:50])([F:49])[C:3]1[CH:4]=[C:5]([CH:42]=[C:43]([C:45]([F:48])([F:47])[F:46])[CH:44]=1)[CH2:6][N:7]([CH2:23][C:24]1[CH:29]=[C:28]([C:30]([F:33])([F:32])[F:31])[CH:27]=[CH:26][C:25]=1[N:34]([CH2:38][CH:39]1[CH2:41][CH2:40]1)[CH2:35][CH2:36][CH3:37])[C:8]1[N:13]=[CH:12][C:11]([O:14][CH2:15][CH2:16][CH2:17][C:18]([O:20]CC)=[O:19])=[CH:10][N:9]=1.[OH-].[Na+].C(OCC)(=O)C. (5) Given the product [CH3:21][C:20]([CH3:23])([CH3:22])[CH2:19][NH:18][C:16]1[C:15]([N:24]2[CH2:29][CH2:28][NH:27][CH2:26][CH2:25]2)=[CH:14][N:13]=[C:12]([C:9]2[N:7]3[CH:8]=[C:3]([C:1]#[N:2])[CH:4]=[CH:5][C:6]3=[N:11][CH:10]=2)[N:17]=1, predict the reactants needed to synthesize it. The reactants are: [C:1]([C:3]1[CH:4]=[CH:5][C:6]2[N:7]([C:9]([C:12]3[N:17]=[C:16]([NH:18][CH2:19][C:20]([CH3:23])([CH3:22])[CH3:21])[C:15]([N:24]4[CH2:29][CH2:28][N:27](C(OC(C)(C)C)=O)[CH2:26][CH2:25]4)=[CH:14][N:13]=3)=[CH:10][N:11]=2)[CH:8]=1)#[N:2].Cl.